This data is from Reaction yield outcomes from USPTO patents with 853,638 reactions. The task is: Predict the reaction yield, written as a fraction of the theoretical maximum amount of product (1.0 means a 100% yield; for example, 0.34 means a 34% yield). (1) The reactants are [CH3:1][N:2]1[C:10]2[C:5](=[CH:6][CH:7]=[CH:8][C:9]=2[C:11]([O:13]C)=[O:12])[CH:4]=[N:3]1.[OH-].[Na+]. The catalyst is O1CCOCC1. The product is [CH3:1][N:2]1[C:10]2[C:5](=[CH:6][CH:7]=[CH:8][C:9]=2[C:11]([OH:13])=[O:12])[CH:4]=[N:3]1. The yield is 0.970. (2) The reactants are COC1C=CC(C(C2C=CC(OC)=C(OC)C=2)=O)=CC=1[N+]([O-])=O.[CH3:24][O:25][C:26]1[CH:31]=[CH:30][C:29]([CH:32]([C:34]2[CH:39]=[C:38]([O:40][CH3:41])[C:37]([O:42][CH3:43])=[C:36]([O:44][CH3:45])[CH:35]=2)[OH:33])=[CH:28][C:27]=1[N+:46]([O-:48])=[O:47].[Cr](Cl)([O-])(=O)=O.[NH+]1C=CC=CC=1. No catalyst specified. The product is [CH3:24][O:25][C:26]1[CH:31]=[CH:30][C:29]([C:32]([C:34]2[CH:35]=[C:36]([O:44][CH3:45])[C:37]([O:42][CH3:43])=[C:38]([O:40][CH3:41])[CH:39]=2)=[O:33])=[CH:28][C:27]=1[N+:46]([O-:48])=[O:47]. The yield is 0.550. (3) The yield is 0.540. No catalyst specified. The product is [Cl:16][C:14]1[N:15]=[C:11]([C:9]([NH:8][C@H:7]2[CH2:6][CH2:5][N:4]([C:19]3[S:20][C:21]4[C:27]([C:28]([O:30][CH2:31][CH3:32])=[O:29])=[CH:26][CH:25]=[CH:24][C:22]=4[N:23]=3)[CH2:3][C@H:2]2[NH:1][CH:36]2[CH2:37][CH2:38][O:33][CH2:34][CH2:35]2)=[O:10])[NH:12][C:13]=1[CH2:17][CH3:18]. The reactants are [NH2:1][C@H:2]1[C@@H:7]([NH:8][C:9]([C:11]2[NH:12][C:13]([CH2:17][CH3:18])=[C:14]([Cl:16])[N:15]=2)=[O:10])[CH2:6][CH2:5][N:4]([C:19]2[S:20][C:21]3[C:27]([C:28]([O:30][CH2:31][CH3:32])=[O:29])=[CH:26][CH:25]=[CH:24][C:22]=3[N:23]=2)[CH2:3]1.[O:33]1[CH2:38][CH2:37][C:36](=O)[CH2:35][CH2:34]1.C(O[BH-](OC(=O)C)OC(=O)C)(=O)C.[Na+]. (4) The reactants are [NH2:1][C:2]1[N:7]=[CH:6][N:5]=[C:4]2[N:8]([CH:12]([C:14]3[O:15][C:16]4[C:21]([C:22](=[O:31])[C:23]=3[C:24]3[CH:29]=[CH:28][CH:27]=[C:26]([F:30])[CH:25]=3)=[CH:20][CH:19]=[CH:18][CH:17]=4)[CH3:13])[N:9]=[C:10](I)[C:3]=12.[NH:32]1[C:40]2[C:35](=[CH:36][CH:37]=[C:38](B3OC(C)(C)C(C)(C)O3)[CH:39]=2)[CH:34]=[N:33]1.C(=O)([O-])[O-].[Na+].[Na+].ClCCl. The catalyst is CN(C=O)C.C(O)C.O. The product is [NH2:1][C:2]1[N:7]=[CH:6][N:5]=[C:4]2[N:8]([CH:12]([C:14]3[O:15][C:16]4[C:21]([C:22](=[O:31])[C:23]=3[C:24]3[CH:29]=[CH:28][CH:27]=[C:26]([F:30])[CH:25]=3)=[CH:20][CH:19]=[CH:18][CH:17]=4)[CH3:13])[N:9]=[C:10]([C:38]3[CH:39]=[C:40]4[C:35]([CH:34]=[N:33][NH:32]4)=[CH:36][CH:37]=3)[C:3]=12. The yield is 0.160. (5) The reactants are [O:1]=[C:2]1[C:10]2([C:14]3=[CH:15][C:16]4[O:20][CH2:19][O:18][C:17]=4[CH:21]=[C:13]3[O:12][CH2:11]2)[C:9]2[C:4](=[CH:5][CH:6]=[CH:7][CH:8]=2)[N:3]1[CH2:22][CH2:23][CH2:24][N:25]1C(=O)C2C(=CC=CC=2)C1=O.O.NN. The catalyst is C(O)C. The product is [NH2:25][CH2:24][CH2:23][CH2:22][N:3]1[C:4]2[C:9](=[CH:8][CH:7]=[CH:6][CH:5]=2)[C:10]2([C:14]3=[CH:15][C:16]4[O:20][CH2:19][O:18][C:17]=4[CH:21]=[C:13]3[O:12][CH2:11]2)[C:2]1=[O:1]. The yield is 0.750. (6) The reactants are [OH:1][CH2:2][C:3]1[CH:8]=[CH:7][N:6]2[C:9](=[O:20])[N:10]([CH2:12][O:13][CH2:14][CH2:15][Si:16]([CH3:19])([CH3:18])[CH3:17])[N:11]=[C:5]2[C:4]=1[O:21][CH3:22]. The catalyst is C(Cl)Cl.[O-2].[O-2].[Mn+4]. The product is [CH3:22][O:21][C:4]1[C:5]2[N:6]([C:9](=[O:20])[N:10]([CH2:12][O:13][CH2:14][CH2:15][Si:16]([CH3:19])([CH3:18])[CH3:17])[N:11]=2)[CH:7]=[CH:8][C:3]=1[CH:2]=[O:1]. The yield is 0.940. (7) The reactants are [CH2:1]([O:8][CH2:9][C:10]1([C:20](OCC)=[O:21])[CH2:19][CH2:18][C:13]2([O:17][CH2:16][CH2:15][O:14]2)[CH2:12][CH2:11]1)[C:2]1[CH:7]=[CH:6][CH:5]=[CH:4][CH:3]=1.[BH4-].[Li+]. The catalyst is O1CCCC1. The product is [CH2:1]([O:8][CH2:9][C:10]1([CH2:20][OH:21])[CH2:19][CH2:18][C:13]2([O:14][CH2:15][CH2:16][O:17]2)[CH2:12][CH2:11]1)[C:2]1[CH:7]=[CH:6][CH:5]=[CH:4][CH:3]=1. The yield is 0.750. (8) The reactants are [Cl:1][C:2]1[CH:11]=[CH:10][C:9]2[C:4](=[C:5](Cl)[C:6]([S:12]([CH3:15])(=[O:14])=[O:13])=[CH:7][N:8]=2)[N:3]=1.Cl.Cl.[CH3:19][N:20]([CH3:28])[C@H:21]1[CH2:26][CH2:25][C@H:24]([NH2:27])[CH2:23][CH2:22]1. No catalyst specified. The product is [Cl:1][C:2]1[N:3]=[C:4]2[C:9](=[CH:10][CH:11]=1)[N:8]=[CH:7][C:6]([S:12]([CH3:15])(=[O:14])=[O:13])=[C:5]2[NH:27][C@H:24]1[CH2:25][CH2:26][C@H:21]([N:20]([CH3:28])[CH3:19])[CH2:22][CH2:23]1. The yield is 0.340. (9) The reactants are [N+:1]([C:4]1[CH:17]=[CH:16][C:7]([O:8][C:9]2[CH:14]=[CH:13][N:12]=[C:11]([NH2:15])[CH:10]=2)=[CH:6][CH:5]=1)([O-:3])=[O:2].CCN(C(C)C)C(C)C.[CH3:27][O:28][CH2:29][C:30](Cl)=[O:31]. The catalyst is C(Cl)Cl. The product is [CH3:27][O:28][CH2:29][C:30]([NH:15][C:11]1[CH:10]=[C:9]([O:8][C:7]2[CH:16]=[CH:17][C:4]([N+:1]([O-:3])=[O:2])=[CH:5][CH:6]=2)[CH:14]=[CH:13][N:12]=1)=[O:31]. The yield is 0.920. (10) The reactants are [CH2:1]([Li])CCC.[Cl:6][C:7]1[CH:12]=[CH:11][C:10]([F:13])=[CH:9][C:8]=1[Cl:14].COS(OC)(=O)=O.[Cl-].[Na+].[OH-].[NH4+]. The catalyst is C1COCC1.O. The product is [Cl:6][C:7]1[CH:12]=[CH:11][C:10]([F:13])=[C:9]([CH3:1])[C:8]=1[Cl:14]. The yield is 0.760.